Dataset: Forward reaction prediction with 1.9M reactions from USPTO patents (1976-2016). Task: Predict the product of the given reaction. (1) The product is: [Cl:26][C:2]1[N:3]([C:18]2[CH:23]=[CH:22][CH:21]=[CH:20][CH:19]=2)[C:4](=[O:17])[C:5]2[C:10]([C:11]3[CH:16]=[CH:15][CH:14]=[CH:13][CH:12]=3)=[CH:9][S:8][C:6]=2[N:7]=1. Given the reactants O[C:2]1[N:3]([C:18]2[CH:23]=[CH:22][CH:21]=[CH:20][CH:19]=2)[C:4](=[O:17])[C:5]2[C:10]([C:11]3[CH:16]=[CH:15][CH:14]=[CH:13][CH:12]=3)=[CH:9][S:8][C:6]=2[N:7]=1.O=P(Cl)(Cl)[Cl:26], predict the reaction product. (2) The product is: [Cl:23][C:24]1[CH:29]=[CH:28][C:27]([O:30][C:15]2[CH:14]=[C:13]([CH:18]=[CH:17][C:16]=2[F:19])[O:12][C:9]2[CH:10]=[CH:11][C:6]([CH2:5][CH2:4][C:3]([OH:2])=[O:22])=[C:7]([CH3:21])[CH:8]=2)=[C:26]([O:31][C:32]2[CH:37]=[CH:36][CH:35]=[CH:34][CH:33]=2)[CH:25]=1. Given the reactants C[O:2][C:3](=[O:22])[CH2:4][CH2:5][C:6]1[CH:11]=[CH:10][C:9]([O:12][C:13]2[CH:18]=[CH:17][C:16]([F:19])=[C:15](Br)[CH:14]=2)=[CH:8][C:7]=1[CH3:21].[Cl:23][C:24]1[CH:29]=[CH:28][C:27]([OH:30])=[C:26]([O:31][C:32]2[CH:37]=[CH:36][CH:35]=[CH:34][CH:33]=2)[CH:25]=1.CC(C)(C(=O)CC(=O)C(C)(C)C)C.C(=O)([O-])[O-].[Cs+].[Cs+].[OH-].[Na+], predict the reaction product.